From a dataset of Forward reaction prediction with 1.9M reactions from USPTO patents (1976-2016). Predict the product of the given reaction. (1) Given the reactants [NH2:1][C:2]1[S:11][C:10](=S)[C:5]2[CH2:6][O:7][CH2:8][CH2:9][C:4]=2[C:3]=1[C:13]#[N:14].[NH:15]1[CH2:19][CH2:18][CH2:17][CH2:16]1, predict the reaction product. The product is: [SH:11][C:2]1[N:1]=[C:10]([N:15]2[CH2:19][CH2:18][CH2:17][CH2:16]2)[C:5]2[CH2:6][O:7][CH2:8][CH2:9][C:4]=2[C:3]=1[C:13]#[N:14]. (2) Given the reactants [Br:1][C:2]1[CH:3]=[N:4][C:5]2[N:6]([N:8]=[C:9]([C:11]([OH:13])=O)[CH:10]=2)[CH:7]=1.[CH3:14][CH:15]1[C:24]2[C:19](=[C:20]([C:25]3[CH:30]=[CH:29][N:28]=[CH:27][CH:26]=3)[CH:21]=[CH:22][CH:23]=2)[CH2:18][CH2:17][NH:16]1, predict the reaction product. The product is: [Br:1][C:2]1[CH:3]=[N:4][C:5]2[N:6]([N:8]=[C:9]([C:11]([N:16]3[CH2:17][CH2:18][C:19]4[C:24](=[CH:23][CH:22]=[CH:21][C:20]=4[C:25]4[CH:30]=[CH:29][N:28]=[CH:27][CH:26]=4)[CH:15]3[CH3:14])=[O:13])[CH:10]=2)[CH:7]=1.